From a dataset of Full USPTO retrosynthesis dataset with 1.9M reactions from patents (1976-2016). Predict the reactants needed to synthesize the given product. (1) Given the product [F:1][C:2]1[CH:7]=[C:6]([I:8])[CH:5]=[CH:4][C:3]=1[NH:9][C:10]1[CH:18]=[N:17][CH:16]=[CH:15][C:11]=1[C:12]([NH:19][CH2:20][CH2:21][CH2:22][N:23]1[CH2:27][CH2:26][CH2:25][C:24]1=[O:28])=[O:14], predict the reactants needed to synthesize it. The reactants are: [F:1][C:2]1[CH:7]=[C:6]([I:8])[CH:5]=[CH:4][C:3]=1[NH:9][C:10]1[CH:18]=[N:17][CH:16]=[CH:15][C:11]=1[C:12]([OH:14])=O.[NH2:19][CH2:20][CH2:21][CH2:22][N:23]1[CH2:27][CH2:26][CH2:25][C:24]1=[O:28]. (2) Given the product [CH2:1]([N:4]([CH:5]1[CH2:13][CH2:12][C:8]2[N:9]=[CH:10][S:11][C:7]=2[CH2:6]1)[CH2:15][CH2:16][CH2:17][CH2:18][NH:19][C:20](=[O:27])[C:21]1[CH:26]=[CH:25][CH:24]=[CH:23][CH:22]=1)[CH2:2][CH3:3], predict the reactants needed to synthesize it. The reactants are: [CH2:1]([NH:4][CH:5]1[CH2:13][CH2:12][C:8]2[N:9]=[CH:10][S:11][C:7]=2[CH2:6]1)[CH2:2][CH3:3].O=[CH:15][CH2:16][CH2:17][CH2:18][NH:19][C:20](=[O:27])[C:21]1[CH:26]=[CH:25][CH:24]=[CH:23][CH:22]=1.C(O[BH-](OC(=O)C)OC(=O)C)(=O)C.[Na+].